Dataset: Full USPTO retrosynthesis dataset with 1.9M reactions from patents (1976-2016). Task: Predict the reactants needed to synthesize the given product. (1) Given the product [Cl:30][C:15]1[C:14]2[C:19](=[CH:20][CH:21]=[C:12]([O:11][CH:8]3[CH2:9][CH2:10][N:5]([S:2]([CH3:1])(=[O:4])=[O:3])[CH2:6][CH2:7]3)[CH:13]=2)[N:18]=[CH:17][N:16]=1, predict the reactants needed to synthesize it. The reactants are: [CH3:1][S:2]([N:5]1[CH2:10][CH2:9][CH:8]([O:11][C:12]2[CH:13]=[C:14]3[C:19](=[CH:20][CH:21]=2)[N:18]=[CH:17][N:16]=[C:15]3O)[CH2:7][CH2:6]1)(=[O:4])=[O:3].CN(C=O)C.S(Cl)([Cl:30])=O. (2) Given the product [F:22][C:18]1[CH:17]=[C:16]2[C:21]([C:13]([C:11]3[CH:10]=[CH:9][C:7]4[N:8]=[C:4]([CH2:3][CH2:2][N:41]5[CH2:42][CH2:43][N:38]([S:35]([CH3:34])(=[O:37])=[O:36])[CH2:39][CH2:40]5)[O:5][C:6]=4[CH:12]=3)=[CH:14][NH:15]2)=[CH:20][CH:19]=1, predict the reactants needed to synthesize it. The reactants are: Cl[CH2:2][CH2:3][C:4]1[O:5][C:6]2[CH:12]=[C:11]([C:13]3[C:21]4[C:16](=[CH:17][C:18]([F:22])=[CH:19][CH:20]=4)[N:15](S(C4C=CC=CC=4)(=O)=O)[CH:14]=3)[CH:10]=[CH:9][C:7]=2[N:8]=1.[OH-].[Na+].[CH3:34][S:35]([N:38]1[CH2:43][CH2:42][NH:41][CH2:40][CH2:39]1)(=[O:37])=[O:36]. (3) Given the product [NH2:1][C:2]1[C:10]2[C:5](=[CH:6][CH:7]=[C:8]([NH2:11])[CH:9]=2)[N:4]([C:14]2[CH:15]=[CH:16][C:17]([O:20][C:21]3[CH:26]=[CH:25][CH:24]=[CH:23][CH:22]=3)=[CH:18][CH:19]=2)[C:3]=1[C:27]([NH2:29])=[O:28], predict the reactants needed to synthesize it. The reactants are: [NH2:1][C:2]1[C:10]2[C:5](=[CH:6][CH:7]=[C:8]([N+:11]([O-])=O)[CH:9]=2)[N:4]([C:14]2[CH:19]=[CH:18][C:17]([O:20][C:21]3[CH:26]=[CH:25][CH:24]=[CH:23][CH:22]=3)=[CH:16][CH:15]=2)[C:3]=1[C:27]([NH2:29])=[O:28]. (4) Given the product [C:1]([C:5]1[N:10]=[C:9]([C:11]2[CH:12]=[CH:13][CH:14]=[CH:15][CH:16]=2)[C:8]([NH:39][C:42](=[O:27])[O:48][C:45]([CH3:47])([CH3:46])[CH3:44])=[CH:7][N:6]=1)([CH3:2])([CH3:3])[CH3:4], predict the reactants needed to synthesize it. The reactants are: [C:1]([C:5]1[N:10]=[C:9]([C:11]2[CH:16]=[CH:15][CH:14]=[CH:13][CH:12]=2)[C:8](C(O)=O)=[CH:7][N:6]=1)([CH3:4])([CH3:3])[CH3:2].C1C=CC(P(N=[N+]=[N-])(C2C=CC=CC=2)=[O:27])=CC=1.CC[N:39]([CH2:42]C)CC.[CH3:44][C:45]([OH:48])([CH3:47])[CH3:46].